Dataset: Reaction yield outcomes from USPTO patents with 853,638 reactions. Task: Predict the reaction yield, written as a fraction of the theoretical maximum amount of product (1.0 means a 100% yield; for example, 0.34 means a 34% yield). (1) The reactants are [CH3:1][CH:2]1[CH2:7][CH2:6][N:5]([C:8]2[CH:9]=[C:10]([C:17]#[C:18][CH2:19]O)[CH:11]=[CH:12][C:13]=2[N+:14]([O-:16])=[O:15])[CH2:4][CH2:3]1.[CH2:21]([N:23](CC)[CH2:24]C)[CH3:22].CS(Cl)(=O)=O.O. The catalyst is C(Cl)Cl.C(NC)C. The product is [CH2:21]([N:23]([CH3:24])[CH2:19][C:18]#[C:17][C:10]1[CH:11]=[CH:12][C:13]([N+:14]([O-:16])=[O:15])=[C:8]([N:5]2[CH2:6][CH2:7][CH:2]([CH3:1])[CH2:3][CH2:4]2)[CH:9]=1)[CH3:22]. The yield is 1.00. (2) The reactants are [C:1]([C:14]([O-:16])=[O:15])([C:11]([O-:13])=[O:12])([C:6]([O:8]CC)=[O:7])[CH2:2][C:3]([O-:5])=[O:4].[OH-].[K+].[N+]([O-])(O)=O.[N+]([O-])([O-])=O.[Ag+:27]. The catalyst is O. The product is [C:1]([C:11]([O-:13])=[O:12])([C:6]([O-:8])=[O:7])([C:14]([O-:16])=[O:15])[CH2:2][C:3]([O-:5])=[O:4].[Ag+:27].[Ag+:27].[Ag+:27].[Ag+:27]. The yield is 0.913. (3) The reactants are [F:1][C:2]1[CH:3]=[C:4]([C@H:10]2[CH2:14][CH2:13][CH2:12][C@@H:11]2[OH:15])[CH:5]=[C:6]([F:9])[C:7]=1[F:8].CC(OI1(OC(C)=O)(OC(C)=O)OC(=O)C2C=CC=CC1=2)=O. The catalyst is C(Cl)Cl. The product is [F:1][C:2]1[CH:3]=[C:4]([CH:10]2[CH2:14][CH2:13][CH2:12][C:11]2=[O:15])[CH:5]=[C:6]([F:9])[C:7]=1[F:8]. The yield is 0.313.